This data is from Forward reaction prediction with 1.9M reactions from USPTO patents (1976-2016). The task is: Predict the product of the given reaction. Given the reactants [BH4-].[Na+].[CH:3]([C:5]1[S:9][C:8]([C:10]([OH:12])=[O:11])=[CH:7][CH:6]=1)=[O:4].CC(C)=O, predict the reaction product. The product is: [OH:4][CH2:3][C:5]1[S:9][C:8]([C:10]([OH:12])=[O:11])=[CH:7][CH:6]=1.